This data is from Peptide-MHC class I binding affinity with 185,985 pairs from IEDB/IMGT. The task is: Regression. Given a peptide amino acid sequence and an MHC pseudo amino acid sequence, predict their binding affinity value. This is MHC class I binding data. (1) The peptide sequence is KVKDLFNTK. The MHC is HLA-B15:03 with pseudo-sequence HLA-B15:03. The binding affinity (normalized) is 0.0752. (2) The peptide sequence is EMDKDDESL. The MHC is HLA-A02:02 with pseudo-sequence HLA-A02:02. The binding affinity (normalized) is 0.403. (3) The peptide sequence is GQRVYSWVY. The MHC is HLA-A69:01 with pseudo-sequence HLA-A69:01. The binding affinity (normalized) is 0.0847. (4) The peptide sequence is WCSQTSYQYL. The MHC is HLA-A24:02 with pseudo-sequence HLA-A24:02. The binding affinity (normalized) is 0.105. (5) The peptide sequence is FPVTPQVPL. The MHC is HLA-A30:01 with pseudo-sequence HLA-A30:01. The binding affinity (normalized) is 0.